From a dataset of Reaction yield outcomes from USPTO patents with 853,638 reactions. Predict the reaction yield, written as a fraction of the theoretical maximum amount of product (1.0 means a 100% yield; for example, 0.34 means a 34% yield). (1) The reactants are [Si]([O:8][CH2:9][CH2:10][CH:11]([N:19]1[C:27]2[C:22](=[CH:23][CH:24]=[CH:25][C:26]=2[F:28])[C:21]([CH3:30])([CH3:29])[C:20]1=[O:31])[C:12]1[CH:17]=[CH:16][CH:15]=[C:14]([F:18])[CH:13]=1)(C(C)(C)C)(C)C.[F-].C([N+](CCCC)(CCCC)CCCC)CCC. The catalyst is O1CCCC1. The product is [F:28][C:26]1[CH:25]=[CH:24][CH:23]=[C:22]2[C:27]=1[N:19]([CH:11]([C:12]1[CH:17]=[CH:16][CH:15]=[C:14]([F:18])[CH:13]=1)[CH2:10][CH2:9][OH:8])[C:20](=[O:31])[C:21]2([CH3:30])[CH3:29]. The yield is 0.970. (2) The reactants are C[O:2][C:3](=[O:20])[C:4]1[CH:9]=[CH:8][C:7](Cl)=[N:6][C:5]=1[NH:11][C:12]1[CH:17]=[CH:16][C:15]([Br:18])=[CH:14][C:13]=1[F:19].BrC1C=CC(NC2N=C(Cl)C=CC=2C(O)=[O:32])=C(F)C=1.C[Si](C=[N+]=[N-])(C)C. The catalyst is CO.C1C=CC=CC=1. The product is [Br:18][C:15]1[CH:16]=[CH:17][C:12]([NH:11][C:5]2[NH:6][C:7](=[O:32])[CH:8]=[CH:9][C:4]=2[C:3]([OH:2])=[O:20])=[C:13]([F:19])[CH:14]=1. The yield is 0.930. (3) The reactants are [F:1][C:2]1[CH:7]=[C:6]([F:8])[CH:5]=[CH:4][C:3]=1B(O)O.Br[C:13]1[CH:18]=[C:17]([N:19]([CH3:21])[CH3:20])[CH:16]=[CH:15][N:14]=1. The catalyst is C1C=CC([P]([Pd]([P](C2C=CC=CC=2)(C2C=CC=CC=2)C2C=CC=CC=2)([P](C2C=CC=CC=2)(C2C=CC=CC=2)C2C=CC=CC=2)[P](C2C=CC=CC=2)(C2C=CC=CC=2)C2C=CC=CC=2)(C2C=CC=CC=2)C2C=CC=CC=2)=CC=1.O1CCOCC1.O. The product is [F:1][C:2]1[CH:7]=[C:6]([F:8])[CH:5]=[CH:4][C:3]=1[C:13]1[CH:18]=[C:17]([N:19]([CH3:21])[CH3:20])[CH:16]=[CH:15][N:14]=1. The yield is 0.720. (4) The reactants are [C:1]([C@H:5]1[CH2:10][CH2:9][C@H:8]([O:11][C:12]2[CH:13]=[C:14]3[C:19](=[CH:20][CH:21]=2)[N:18]=[C:17]([CH2:22][N:23]2[CH2:28][CH2:27][CH:26]([C:29]([O:31]C)=[O:30])[CH2:25][CH2:24]2)[N:16]=[CH:15]3)[CH2:7][CH2:6]1)([CH3:4])([CH3:3])[CH3:2].[OH-].[Na+].Cl. The catalyst is CCO. The product is [C:1]([C@H:5]1[CH2:6][CH2:7][C@H:8]([O:11][C:12]2[CH:13]=[C:14]3[C:19](=[CH:20][CH:21]=2)[N:18]=[C:17]([CH2:22][N:23]2[CH2:28][CH2:27][CH:26]([C:29]([OH:31])=[O:30])[CH2:25][CH2:24]2)[N:16]=[CH:15]3)[CH2:9][CH2:10]1)([CH3:4])([CH3:2])[CH3:3]. The yield is 0.750. (5) The reactants are [Cl:1][C:2]1[CH:7]=[CH:6][C:5]([S:8]([CH2:11][C:12]2[CH:17]=[C:16]([F:18])[CH:15]=[CH:14][C:13]=2[F:19])(=[O:10])=[O:9])=[CH:4][CH:3]=1.[Si:20]([O:37][CH2:38][CH2:39][N:40]([CH2:48][CH2:49]O)[C:41](=[O:47])[O:42][C:43]([CH3:46])([CH3:45])[CH3:44])([C:33]([CH3:36])([CH3:35])[CH3:34])([C:27]1[CH:32]=[CH:31][CH:30]=[CH:29][CH:28]=1)[C:21]1[CH:26]=[CH:25][CH:24]=[CH:23][CH:22]=1.C(C=P(CCCC)(CCCC)CCCC)#N.C(OCC)(=O)C. The catalyst is C1(C)C=CC=CC=1. The product is [Si:20]([O:37][CH2:38][CH2:39][N:40]([CH2:48][CH2:49][CH:11]([S:8]([C:5]1[CH:6]=[CH:7][C:2]([Cl:1])=[CH:3][CH:4]=1)(=[O:10])=[O:9])[C:12]1[CH:17]=[C:16]([F:18])[CH:15]=[CH:14][C:13]=1[F:19])[C:41](=[O:47])[O:42][C:43]([CH3:46])([CH3:45])[CH3:44])([C:33]([CH3:34])([CH3:36])[CH3:35])([C:27]1[CH:32]=[CH:31][CH:30]=[CH:29][CH:28]=1)[C:21]1[CH:22]=[CH:23][CH:24]=[CH:25][CH:26]=1. The yield is 0.950.